Task: Predict the product of the given reaction.. Dataset: Forward reaction prediction with 1.9M reactions from USPTO patents (1976-2016) (1) Given the reactants [Si]([O:8][CH2:9][C:10]1([C:26]2[CH:31]=[CH:30][CH:29]=[CH:28][CH:27]=2)[CH:14]=[C:13]([C:15]2[CH:20]=[C:19]([F:21])[CH:18]=[CH:17][C:16]=2[F:22])[CH2:12][N:11]1[C:23](Cl)=[O:24])(C(C)(C)C)(C)C.C(N(CC)CC)C.[NH:39]1[CH2:44][CH2:43][CH2:42][CH2:41][CH2:40]1.FC(F)(F)C(O)=O, predict the reaction product. The product is: [F:22][C:16]1[CH:17]=[CH:18][C:19]([F:21])=[CH:20][C:15]=1[C:13]1[CH2:12][N:11]([C:23]([N:39]2[CH2:44][CH2:43][CH2:42][CH2:41][CH2:40]2)=[O:24])[C:10]([CH2:9][OH:8])([C:26]2[CH:27]=[CH:28][CH:29]=[CH:30][CH:31]=2)[CH:14]=1. (2) The product is: [CH3:1][C:2]1[C:3]([C:11]([OH:13])=[O:12])=[CH:4][C:5]2[N:9]=[N:8][NH:7][C:6]=2[CH:10]=1. Given the reactants [CH3:1][C:2]1[C:3]([C:11]([O:13]C)=[O:12])=[CH:4][C:5]2[N:9]=[N:8][NH:7][C:6]=2[CH:10]=1.[OH-].[Na+], predict the reaction product. (3) Given the reactants [Cl:1][C:2]1[C:7]([Cl:8])=[CH:6][C:5]([NH:9][C:10]2[C:19]3[C:14](=[CH:15][C:16]([O:23][CH2:24][CH2:25][O:26][CH2:27][CH2:28][OH:29])=[C:17]([N+:20]([O-:22])=[O:21])[CH:18]=3)[N:13]=[CH:12][N:11]=2)=[C:4]([F:30])[CH:3]=1.ClC1C(Cl)=CC(NC2C3C(=CC(F)=C([N+]([O-])=O)C=3)N=CN=2)=C(F)C=1.C([Si](C)(C)[O:60][CH2:61][CH2:62][O:63][CH2:64][CH2:65][O:66][CH2:67][CH2:68][O:69][CH2:70][CH2:71]OCCOCCO)(C)(C)C.[K], predict the reaction product. The product is: [Cl:1][C:2]1[C:7]([Cl:8])=[CH:6][C:5]([NH:9][C:10]2[C:19]3[C:14](=[CH:15][C:16]([O:23][CH2:24][CH2:25][O:26][CH2:27][CH2:28][O:29][CH2:71][CH2:70][O:69][CH2:68][CH2:67][O:66][CH2:65][CH2:64][O:63][CH2:62][CH2:61][OH:60])=[C:17]([N+:20]([O-:22])=[O:21])[CH:18]=3)[N:13]=[CH:12][N:11]=2)=[C:4]([F:30])[CH:3]=1. (4) Given the reactants [Cl:1][C:2]1[CH:7]=[CH:6][CH:5]=[C:4]([F:8])[C:3]=1[C:9]1[NH:13][C:12](=[O:14])[N:11]([C:15]2[CH:24]=[CH:23][C:18]([C:19](OC)=O)=[C:17]([O:25][CH3:26])[CH:16]=2)[N:10]=1.[CH3:27][NH:28][C:29]1[C:30]([NH2:37])=[CH:31][C:32]([CH3:36])=[C:33]([CH3:35])[CH:34]=1.C[Al](C)C, predict the reaction product. The product is: [Cl:1][C:2]1[CH:7]=[CH:6][CH:5]=[C:4]([F:8])[C:3]=1[C:9]1[NH:13][C:12](=[O:14])[N:11]([C:15]2[CH:24]=[CH:23][C:18]([C:19]3[N:28]([CH3:27])[C:29]4[CH:34]=[C:33]([CH3:35])[C:32]([CH3:36])=[CH:31][C:30]=4[N:37]=3)=[C:17]([O:25][CH3:26])[CH:16]=2)[N:10]=1. (5) Given the reactants [Cl:1][C:2]1[CH:7]=[CH:6][C:5]([S:8]([C:11]2[S:20][C:14]3=[N:15][CH:16]=[C:17](N)[CH:18]=[C:13]3[C:12]=2[C:21]2[CH:26]=[CH:25][C:24]([Cl:27])=[CH:23][CH:22]=2)(=[O:10])=[O:9])=[CH:4][CH:3]=1.[ClH:28].N([O-])=O.[Na+].C([O-])(O)=O.[Na+], predict the reaction product. The product is: [Cl:28][C:17]1[CH:18]=[C:13]2[C:12]([C:21]3[CH:22]=[CH:23][C:24]([Cl:27])=[CH:25][CH:26]=3)=[C:11]([S:8]([C:5]3[CH:4]=[CH:3][C:2]([Cl:1])=[CH:7][CH:6]=3)(=[O:9])=[O:10])[S:20][C:14]2=[N:15][CH:16]=1.